Dataset: Forward reaction prediction with 1.9M reactions from USPTO patents (1976-2016). Task: Predict the product of the given reaction. Given the reactants C(O[C:6]([N:8]1[CH2:12][C:11](=[N:13][O:14][CH2:15][C:16]2[CH:21]=[CH:20][C:19]([Cl:22])=[C:18]([Cl:23])[CH:17]=2)[CH2:10][C@H:9]1[C:24]([OH:26])=O)=[O:7])(C)(C)C.[CH3:27][O:28][CH2:29]C(Cl)=O.[CH:33]1([NH2:36])[CH2:35][CH2:34]1, predict the reaction product. The product is: [CH:33]1([NH:36][C:24]([C@@H:9]2[CH2:10][C:11](=[N:13][O:14][CH2:15][C:16]3[CH:21]=[CH:20][C:19]([Cl:22])=[C:18]([Cl:23])[CH:17]=3)[CH2:12][N:8]2[C:6](=[O:7])[CH2:29][O:28][CH3:27])=[O:26])[CH2:35][CH2:34]1.